From a dataset of Reaction yield outcomes from USPTO patents with 853,638 reactions. Predict the reaction yield, written as a fraction of the theoretical maximum amount of product (1.0 means a 100% yield; for example, 0.34 means a 34% yield). (1) The reactants are Cl[CH:2](Cl)[C:3]1[N:4]=[C:5]2[CH:10]=[CH:9][CH:8]=[C:7]([F:11])[N:6]2[CH:12]=1.C([O-])(=[O:16])C.[Na+]. The yield is 0.520. The product is [F:11][C:7]1[N:6]2[CH:12]=[C:3]([CH:2]=[O:16])[N:4]=[C:5]2[CH:10]=[CH:9][CH:8]=1. The catalyst is C(O)C.O. (2) The reactants are [OH:1][CH:2]([C:6]1[CH:11]=[CH:10][C:9]([C:12]2[N:16]=[C:15]([C:17]3[CH:18]=[N:19][N:20]([C:26]4[CH:31]=[CH:30][CH:29]=[CH:28][CH:27]=4)[C:21]=3[C:22]([F:25])([F:24])[F:23])[O:14][N:13]=2)=[CH:8][CH:7]=1)[C:3]([OH:5])=O.[NH2:32][CH2:33][C:34]([O:36][C:37]([CH3:40])([CH3:39])[CH3:38])=[O:35].CN(C(ON1N=NC2C=CC=NC1=2)=[N+](C)C)C.F[P-](F)(F)(F)(F)F.CN1CCOCC1. The catalyst is CN(C=O)C. The product is [OH:1][CH:2]([C:6]1[CH:11]=[CH:10][C:9]([C:12]2[N:16]=[C:15]([C:17]3[CH:18]=[N:19][N:20]([C:26]4[CH:27]=[CH:28][CH:29]=[CH:30][CH:31]=4)[C:21]=3[C:22]([F:25])([F:24])[F:23])[O:14][N:13]=2)=[CH:8][CH:7]=1)[C:3]([NH:32][CH2:33][C:34]([O:36][C:37]([CH3:40])([CH3:39])[CH3:38])=[O:35])=[O:5]. The yield is 0.379.